Dataset: NCI-60 drug combinations with 297,098 pairs across 59 cell lines. Task: Regression. Given two drug SMILES strings and cell line genomic features, predict the synergy score measuring deviation from expected non-interaction effect. (1) Drug 1: CC1=C(N=C(N=C1N)C(CC(=O)N)NCC(C(=O)N)N)C(=O)NC(C(C2=CN=CN2)OC3C(C(C(C(O3)CO)O)O)OC4C(C(C(C(O4)CO)O)OC(=O)N)O)C(=O)NC(C)C(C(C)C(=O)NC(C(C)O)C(=O)NCCC5=NC(=CS5)C6=NC(=CS6)C(=O)NCCC[S+](C)C)O. Drug 2: C(CCl)NC(=O)N(CCCl)N=O. Cell line: CAKI-1. Synergy scores: CSS=35.2, Synergy_ZIP=-0.291, Synergy_Bliss=-0.499, Synergy_Loewe=-14.4, Synergy_HSA=1.87. (2) Drug 1: CC1=CC2C(CCC3(C2CCC3(C(=O)C)OC(=O)C)C)C4(C1=CC(=O)CC4)C. Drug 2: CS(=O)(=O)OCCCCOS(=O)(=O)C. Cell line: M14. Synergy scores: CSS=-4.28, Synergy_ZIP=4.07, Synergy_Bliss=1.95, Synergy_Loewe=-2.47, Synergy_HSA=-3.61. (3) Drug 1: C1CN1P(=S)(N2CC2)N3CC3. Drug 2: C1CCC(C(C1)N)N.C(=O)(C(=O)[O-])[O-].[Pt+4]. Cell line: SR. Synergy scores: CSS=87.9, Synergy_ZIP=1.42, Synergy_Bliss=0.907, Synergy_Loewe=2.47, Synergy_HSA=5.59. (4) Drug 1: CS(=O)(=O)C1=CC(=C(C=C1)C(=O)NC2=CC(=C(C=C2)Cl)C3=CC=CC=N3)Cl. Drug 2: C1CNP(=O)(OC1)N(CCCl)CCCl. Cell line: OVCAR-4. Synergy scores: CSS=2.91, Synergy_ZIP=-0.316, Synergy_Bliss=-1.38, Synergy_Loewe=-6.08, Synergy_HSA=-3.40. (5) Drug 1: CCC1=CC2CC(C3=C(CN(C2)C1)C4=CC=CC=C4N3)(C5=C(C=C6C(=C5)C78CCN9C7C(C=CC9)(C(C(C8N6C)(C(=O)OC)O)OC(=O)C)CC)OC)C(=O)OC.C(C(C(=O)O)O)(C(=O)O)O. Drug 2: CCN(CC)CCNC(=O)C1=C(NC(=C1C)C=C2C3=C(C=CC(=C3)F)NC2=O)C. Cell line: SW-620. Synergy scores: CSS=59.6, Synergy_ZIP=2.14, Synergy_Bliss=6.06, Synergy_Loewe=-10.5, Synergy_HSA=5.19.